Dataset: Forward reaction prediction with 1.9M reactions from USPTO patents (1976-2016). Task: Predict the product of the given reaction. Given the reactants [CH:1]1[C:11]2[C:10]3=[CH:12][C:13]4[CH:14]=[CH:15][C:16]([C:19]([OH:21])=[O:20])=[CH:17][C:18]=4[N:9]3[CH:8]=[C:7](C(O)=O)[CH2:6][C:5]=2[CH:4]=[CH:3][CH:2]=1.NCC1OC=CN=1.CNC(N)=O.C(O)(C(F)(F)F)=O, predict the reaction product. The product is: [CH:1]1[C:11]2[C:10]3=[CH:12][C:13]4[CH:14]=[CH:15][C:16]([C:19]([OH:21])=[O:20])=[CH:17][C:18]=4[N:9]3[CH:8]=[CH:7][CH2:6][C:5]=2[CH:4]=[CH:3][CH:2]=1.